From a dataset of Full USPTO retrosynthesis dataset with 1.9M reactions from patents (1976-2016). Predict the reactants needed to synthesize the given product. (1) The reactants are: [F:1][C:2]1[CH:7]=[CH:6][C:5]([C:8]2[C:9]3[CH:21]=[CH:20][C:19](=[O:22])[N:18]([C:23]4[CH:28]=[CH:27][CH:26]=[CH:25][C:24]=4[F:29])[C:10]=3[N:11]=[C:12](S(C)(=O)=O)[N:13]=2)=[C:4]([CH3:30])[CH:3]=1.[NH2:31][CH:32]([CH2:35][OH:36])[CH2:33][OH:34]. Given the product [F:1][C:2]1[CH:7]=[CH:6][C:5]([C:8]2[C:9]3[CH:21]=[CH:20][C:19](=[O:22])[N:18]([C:23]4[CH:28]=[CH:27][CH:26]=[CH:25][C:24]=4[F:29])[C:10]=3[N:11]=[C:12]([NH:31][CH:32]([CH2:35][OH:36])[CH2:33][OH:34])[N:13]=2)=[C:4]([CH3:30])[CH:3]=1, predict the reactants needed to synthesize it. (2) Given the product [C:1]([O:5][C:6](=[O:14])[CH2:7][CH:8]([NH:13][C:57](=[O:59])[CH:56]([C:51]1[C:71](=[O:72])[N:69]([C:68]2[CH:28]=[CH:27][CH:26]=[CH:25][CH:24]=2)[N:41]=[CH:39][C:52]=1[CH3:53])[CH2:55][CH3:54])[C:9](=[O:12])[CH2:10][F:11])([CH3:4])([CH3:2])[CH3:3], predict the reactants needed to synthesize it. The reactants are: [C:1]([O:5][C:6](=[O:14])[CH2:7][CH:8]([NH2:13])[CH:9]([OH:12])[CH2:10][F:11])([CH3:4])([CH3:3])[CH3:2].CN(C(ON1N=N[C:25]2[CH:26]=[CH:27][CH:28]=N[C:24]1=2)=[N+](C)C)C.F[P-](F)(F)(F)(F)F.[CH2:39]([N:41](CC)CC)C.CC(OI1(OC(C)=O)(OC(C)=O)[O:59][C:57](=O)[C:56]2[CH:55]=[CH:54][CH:53]=[CH:52][C:51]1=2)=O.[CH3:68][N:69]([CH:71]=[O:72])C. (3) Given the product [Cl:3][C:10]1[C:11]2[C:16](=[CH:15][CH:14]=[C:13]([C:17]3[CH:22]=[CH:21][CH:20]=[C:19]([C:23]#[N:24])[CH:18]=3)[CH:12]=2)[C:7]([Cl:6])=[CH:8][N:9]=1, predict the reactants needed to synthesize it. The reactants are: O=P(Cl)(Cl)[Cl:3].[Cl:6][C:7]1[C:16]2[C:11](=[CH:12][C:13]([C:17]3[CH:22]=[CH:21][CH:20]=[C:19]([C:23]#[N:24])[CH:18]=3)=[CH:14][CH:15]=2)[C:10](=O)[NH:9][CH:8]=1. (4) Given the product [CH2:20]([N:27]1[CH2:32][CH2:31][N:30]([C:9]2[CH:8]=[C:7]3[C:12](=[CH:11][CH:10]=2)[N:4]([C:1](=[O:3])[CH3:2])[CH2:5][CH2:6]3)[CH2:29][CH2:28]1)[C:21]1[CH:22]=[CH:23][CH:24]=[CH:25][CH:26]=1, predict the reactants needed to synthesize it. The reactants are: [C:1]([N:4]1[C:12]2[C:7](=[CH:8][C:9](Br)=[CH:10][CH:11]=2)[CH2:6][CH2:5]1)(=[O:3])[CH3:2].CC(C)([O-])C.[Na+].[CH2:20]([N:27]1[CH2:32][CH2:31][NH:30][CH2:29][CH2:28]1)[C:21]1[CH:26]=[CH:25][CH:24]=[CH:23][CH:22]=1. (5) Given the product [OH:34][NH:33][C:11]([C:7]1[CH:6]=[C:5]2[C:10](=[CH:9][CH:8]=1)[N:2]([CH3:1])[CH:3]=[C:4]2[C:13]1[N:21]([S:22]([C:25]2[CH:26]=[CH:27][C:28]([CH3:31])=[CH:29][CH:30]=2)(=[O:24])=[O:23])[C:16]2=[N:17][CH:18]=[CH:19][CH:20]=[C:15]2[CH:14]=1)=[NH:12], predict the reactants needed to synthesize it. The reactants are: [CH3:1][N:2]1[C:10]2[C:5](=[CH:6][C:7]([C:11]#[N:12])=[CH:8][CH:9]=2)[C:4]([C:13]2[N:21]([S:22]([C:25]3[CH:30]=[CH:29][C:28]([CH3:31])=[CH:27][CH:26]=3)(=[O:24])=[O:23])[C:16]3=[N:17][CH:18]=[CH:19][CH:20]=[C:15]3[CH:14]=2)=[CH:3]1.Cl.[NH2:33][OH:34].C(=O)([O-])[O-].[K+].[K+]. (6) Given the product [N:1]1([C:6]2[N:11]=[C:10]([CH2:12][NH2:13])[CH:9]=[CH:8][CH:7]=2)[CH2:2][CH2:3][CH2:4][CH2:5]1, predict the reactants needed to synthesize it. The reactants are: [N:1]1([C:6]2[N:11]=[C:10](/[CH:12]=[N:13]/O)[CH:9]=[CH:8][CH:7]=2)[CH2:5][CH2:4][CH2:3][CH2:2]1. (7) Given the product [CH2:13]([O:20][C@@H:21]1[C@@H:26]([O:27][CH2:28][C:29]2[CH:34]=[CH:33][CH:32]=[CH:31][CH:30]=2)[C@H:25]([O:35][CH2:36][C:37]2[CH:38]=[CH:39][CH:40]=[CH:41][CH:42]=2)[C@@H:24]([CH2:43][O:44][CH2:45][C:46]2[CH:47]=[CH:48][CH:49]=[CH:50][CH:51]=2)[S:23][C:22]1([C:4]1[CH:5]=[C:6]([CH2:12][C:11]2[CH:15]=[CH:14][C:13]3[O:20][CH2:21][CH2:22][O:52][C:9]=3[CH:10]=2)[C:1]([CH3:7])=[CH:2][C:3]=1[O:27][CH2:28][C:29]1[CH:30]=[CH:31][CH:32]=[CH:33][CH:34]=1)[OH:52])[C:14]1[CH:19]=[CH:18][CH:17]=[CH:16][CH:15]=1, predict the reactants needed to synthesize it. The reactants are: [C:1]1([CH3:7])[CH:6]=[CH:5][CH:4]=[CH:3][CH:2]=1.[Li][CH2:9][CH2:10][CH2:11][CH3:12].[CH2:13]([O:20][C@@H:21]1[C@@H:26]([O:27][CH2:28][C:29]2[CH:34]=[CH:33][CH:32]=[CH:31][CH:30]=2)[C@H:25]([O:35][CH2:36][C:37]2[CH:42]=[CH:41][CH:40]=[CH:39][CH:38]=2)[C@@H:24]([CH2:43][O:44][CH2:45][C:46]2[CH:51]=[CH:50][CH:49]=[CH:48][CH:47]=2)[S:23][C:22]1=[O:52])[C:14]1[CH:19]=[CH:18][CH:17]=[CH:16][CH:15]=1. (8) Given the product [CH2:12]([O:11][CH2:10][C@@H:9]([NH:7][CH3:6])[C:19]([N:20]([CH3:33])[C@@H:21]([C:29](=[O:32])[NH:30][CH3:31])[CH2:22][C:23]1[CH:24]=[CH:25][CH:26]=[CH:27][CH:28]=1)=[O:34])[C:13]1[CH:14]=[CH:15][CH:16]=[CH:17][CH:18]=1, predict the reactants needed to synthesize it. The reactants are: C(O[C:6](=O)[N:7]([C@@H:9]([C:19](=[O:34])[N:20]([CH3:33])[C@@H:21]([C:29](=[O:32])[NH:30][CH3:31])[CH2:22][C:23]1[CH:28]=[CH:27][CH:26]=[CH:25][CH:24]=1)[CH2:10][O:11][CH2:12][C:13]1[CH:18]=[CH:17][CH:16]=[CH:15][CH:14]=1)C)(C)(C)C.FC(F)(F)C(O)=O.C(=O)([O-])O.[Na+].C(=O)([O-])[O-].[Na+].[Na+].C(=O)([O-])O.[Na+]. (9) Given the product [Cl:1][C:2]1[CH:3]=[CH:4][C:5]2[C:10]([CH:11]=1)=[N:9][C:8]1[C:7]([C:6]=2[NH:28][CH2:27][CH2:26][N:23]2[CH2:24][CH2:25][N:20]([CH3:19])[CH2:21][CH2:22]2)=[N:15][C:14]([O:16][CH3:17])=[CH:13][CH:12]=1, predict the reactants needed to synthesize it. The reactants are: [Cl:1][C:2]1[CH:3]=[CH:4][C:5]2[C:6](Cl)=[C:7]3[N:15]=[C:14]([O:16][CH3:17])[CH:13]=[CH:12][C:8]3=[N:9][C:10]=2[CH:11]=1.[CH3:19][N:20]1[CH2:25][CH2:24][N:23]([CH2:26][CH2:27][NH2:28])[CH2:22][CH2:21]1.